Dataset: Forward reaction prediction with 1.9M reactions from USPTO patents (1976-2016). Task: Predict the product of the given reaction. (1) The product is: [C:1]1([C:7]2[C:15]3[C:10](=[CH:11][CH:12]=[CH:13][CH:14]=3)[NH:9][C:8]=2[CH2:26][N:27]2[CH:35]=[N:34][C:33]3[C:28]2=[N:29][CH:30]=[N:31][C:32]=3[NH2:36])[CH:2]=[CH:3][CH:4]=[CH:5][CH:6]=1. Given the reactants [C:1]1([C:7]2[C:15]3[C:10](=[CH:11][CH:12]=[CH:13][CH:14]=3)[N:9](S(C3C=CC(C)=CC=3)(=O)=O)[C:8]=2[CH2:26][N:27]2[CH:35]=[N:34][C:33]3[C:28]2=[N:29][CH:30]=[N:31][C:32]=3[NH2:36])[CH:6]=[CH:5][CH:4]=[CH:3][CH:2]=1.[OH-].[K+], predict the reaction product. (2) Given the reactants CS(O[CH2:6][C:7]1[N:12]=[C:11]([NH:13][C:14]2[CH:18]=[CH:17][N:16]([CH2:19][O:20][CH2:21][CH2:22][Si:23]([CH3:26])([CH3:25])[CH3:24])[N:15]=2)[CH:10]=[CH:9][CH:8]=1)(=O)=O.[Cl:27][C:28]1[C:29]([F:42])=[C:30]([CH:39]=[CH:40][CH:41]=1)[C:31]([N:33]1[CH2:38][CH2:37][NH:36][CH2:35][CH2:34]1)=[O:32].C(N(CC)C(C)C)(C)C, predict the reaction product. The product is: [Cl:27][C:28]1[C:29]([F:42])=[C:30]([CH:39]=[CH:40][CH:41]=1)[C:31]([N:33]1[CH2:38][CH2:37][N:36]([CH2:6][C:7]2[N:12]=[C:11]([NH:13][C:14]3[CH:18]=[CH:17][N:16]([CH2:19][O:20][CH2:21][CH2:22][Si:23]([CH3:26])([CH3:25])[CH3:24])[N:15]=3)[CH:10]=[CH:9][CH:8]=2)[CH2:35][CH2:34]1)=[O:32]. (3) Given the reactants [CH3:1][C@:2]12[C@@:19]3([CH3:20])[C@@H:10]([C@@:11]4([CH3:27])[C@H:16]([CH2:17][CH2:18]3)[C:15]([CH3:22])([CH3:21])[C@H:14](CC([O-])=O)[CH2:13][CH2:12]4)[CH2:9][CH2:8][C@@H:7]1[C@H:6]1[C@H:28]([C:31]([CH3:33])=[CH2:32])[CH2:29][CH2:30][C@:5]1([C:34]([N:36]1[CH2:41][CH2:40][CH2:39][CH2:38][CH2:37]1)=[O:35])[CH2:4][CH2:3]2.C(=O)([O-])[O-:43].[K+].[K+], predict the reaction product. The product is: [OH:43][C@H:14]1[CH2:13][CH2:12][C@@:11]2([CH3:27])[C@@H:16]([CH2:17][CH2:18][C@:19]3([CH3:20])[C@@H:10]2[CH2:9][CH2:8][C@H:7]2[C@@:2]3([CH3:1])[CH2:3][CH2:4][C@@:5]3([C:34]([N:36]4[CH2:37][CH2:38][CH2:39][CH2:40][CH2:41]4)=[O:35])[CH2:30][CH2:29][C@@H:28]([C:31]([CH3:33])=[CH2:32])[C@@H:6]32)[C:15]1([CH3:21])[CH3:22]. (4) Given the reactants [OH:1][CH2:2][CH:3]1[CH2:8][CH2:7][N:6]([C:9]([O:11][C:12]([CH3:15])([CH3:14])[CH3:13])=[O:10])[CH2:5][CH2:4]1.[C:16]1([CH3:26])[CH:21]=[CH:20][C:19]([S:22](Cl)(=[O:24])=[O:23])=[CH:18][CH:17]=1.C(N(CC)CC)C, predict the reaction product. The product is: [CH3:26][C:16]1[CH:21]=[CH:20][C:19]([S:22]([O:1][CH2:2][CH:3]2[CH2:8][CH2:7][N:6]([C:9]([O:11][C:12]([CH3:15])([CH3:14])[CH3:13])=[O:10])[CH2:5][CH2:4]2)(=[O:24])=[O:23])=[CH:18][CH:17]=1.